Dataset: Human liver microsome stability data. Task: Regression/Classification. Given a drug SMILES string, predict its absorption, distribution, metabolism, or excretion properties. Task type varies by dataset: regression for continuous measurements (e.g., permeability, clearance, half-life) or binary classification for categorical outcomes (e.g., BBB penetration, CYP inhibition). Dataset: hlm. (1) The compound is CS(=O)(=O)c1cc(Cl)ccc1CNC(=O)c1ccc(OCCC(F)(F)F)nc1. The result is 0 (unstable in human liver microsomes). (2) The compound is CS(=O)(=O)Nc1ccc2c(c1)S(=O)(=O)NC(c1c(O)c(-c3cccs3)nn(CC3CCC3)c1=O)=N2. The result is 0 (unstable in human liver microsomes). (3) The drug is COc1ccc2[nH]c(C(=O)N3CC(=O)N(Cc4ccccc4)[C@@H](CN4CCc5ccccc5C4)C3)cc2c1. The result is 0 (unstable in human liver microsomes). (4) The drug is COc1ccc(-c2cc(-c3ccc(S(C)(=O)=O)cc3)ccc2N)cn1. The result is 0 (unstable in human liver microsomes). (5) The molecule is CCc1nc(N)nc(N)c1-c1ccc2c(c1)N(CCNC(C)=O)C(=O)C(C)(c1cccc(C(F)(F)F)c1)O2. The result is 1 (stable in human liver microsomes). (6) The compound is CC(=O)N1CCN(c2ccc(C(=O)N[C@H](Cc3c[nH]c4ccccc34)C(=O)Nc3ccncc3)c(F)c2)CC1. The result is 0 (unstable in human liver microsomes). (7) The molecule is CC(C)(C)CCN1C(=O)C(C2=NS(=O)(=O)c3cc(NS(C)(=O)=O)ccc3N2)=C(O)C2(C)CCCN12. The result is 1 (stable in human liver microsomes).